Dataset: NCI-60 drug combinations with 297,098 pairs across 59 cell lines. Task: Regression. Given two drug SMILES strings and cell line genomic features, predict the synergy score measuring deviation from expected non-interaction effect. (1) Drug 1: C1CCN(CC1)CCOC2=CC=C(C=C2)C(=O)C3=C(SC4=C3C=CC(=C4)O)C5=CC=C(C=C5)O. Drug 2: B(C(CC(C)C)NC(=O)C(CC1=CC=CC=C1)NC(=O)C2=NC=CN=C2)(O)O. Cell line: MDA-MB-231. Synergy scores: CSS=3.00, Synergy_ZIP=-0.453, Synergy_Bliss=-5.07, Synergy_Loewe=-4.28, Synergy_HSA=-8.86. (2) Drug 1: CCC1(CC2CC(C3=C(CCN(C2)C1)C4=CC=CC=C4N3)(C5=C(C=C6C(=C5)C78CCN9C7C(C=CC9)(C(C(C8N6C)(C(=O)OC)O)OC(=O)C)CC)OC)C(=O)OC)O.OS(=O)(=O)O. Drug 2: C(CN)CNCCSP(=O)(O)O. Cell line: NCI/ADR-RES. Synergy scores: CSS=4.72, Synergy_ZIP=-0.137, Synergy_Bliss=1.38, Synergy_Loewe=2.75, Synergy_HSA=2.11. (3) Drug 1: C1=CN(C(=O)N=C1N)C2C(C(C(O2)CO)O)O.Cl. Drug 2: C1=CC=C(C(=C1)C(C2=CC=C(C=C2)Cl)C(Cl)Cl)Cl. Cell line: HCT116. Synergy scores: CSS=26.0, Synergy_ZIP=-0.740, Synergy_Bliss=-5.97, Synergy_Loewe=-41.9, Synergy_HSA=-6.24.